This data is from Forward reaction prediction with 1.9M reactions from USPTO patents (1976-2016). The task is: Predict the product of the given reaction. (1) Given the reactants [CH3:1][O:2][C:3]1[CH:8]=[CH:7][C:6]([O:9][CH3:10])=[CH:5][C:4]=1[C:11](=O)[C@H:12]([NH:14]C(=O)C(F)(F)F)[CH3:13].[S:22]1[CH:26]=[CH:25][CH:24]=[C:23]1[C:27]([Cl:29])=O, predict the reaction product. The product is: [ClH:29].[CH3:1][O:2][C:3]1[CH:8]=[C:7]([CH2:27][CH:23]2[CH2:24][CH2:25][CH2:26][S:22]2)[C:6]([O:9][CH3:10])=[CH:5][C:4]=1[CH2:11][C@H:12]([NH2:14])[CH3:13]. (2) The product is: [CH2:14]([O:21][C:22]1[CH:27]=[CH:26][N:25]2[N:30]=[CH:29][N:28]=[C:24]2[CH:23]=1)[C:15]1[CH:20]=[CH:19][CH:18]=[CH:17][CH:16]=1. Given the reactants FC(F)(F)C(OC(=O)C(F)(F)F)=O.[CH2:14]([O:21][C:22]1[CH:27]=[CH:26][N:25]=[C:24](/[N:28]=[CH:29]\[NH:30]O)[CH:23]=1)[C:15]1[CH:20]=[CH:19][CH:18]=[CH:17][CH:16]=1, predict the reaction product. (3) Given the reactants [F:1][C:2]1[CH:3]=[CH:4][C:5]([N:8]2[CH:12]=[C:11]([C:13]([OH:15])=O)[C:10]([C:16]3[CH:21]=[CH:20][CH:19]=[CH:18][CH:17]=3)=[N:9]2)=[N:6][CH:7]=1.[O-:22][N+:23]1[C:28]([C:29]([F:32])([F:31])[F:30])=[CH:27][CH:26]=[C:25]([C@H:33]([NH2:35])[CH3:34])[CH:24]=1.C(Cl)CCl.C1C=NC2N(O)N=NC=2C=1.C(N(CC)CC)C, predict the reaction product. The product is: [F:1][C:2]1[CH:3]=[CH:4][C:5]([N:8]2[CH:12]=[C:11]([C:13]([NH:35][C@@H:33]([C:25]3[CH:24]=[N+:23]([O-:22])[C:28]([C:29]([F:30])([F:31])[F:32])=[CH:27][CH:26]=3)[CH3:34])=[O:15])[C:10]([C:16]3[CH:21]=[CH:20][CH:19]=[CH:18][CH:17]=3)=[N:9]2)=[N:6][CH:7]=1. (4) Given the reactants [C:1]([O:9][CH2:10][CH:11](CO)[OH:12])(=[O:8])[C:2]1[CH:7]=[CH:6][CH:5]=[CH:4][CH:3]=1.[O-]S([O-])(=O)=O.[Mg+2], predict the reaction product. The product is: [C:2]1([C:1]([O:9][CH2:10][CH:11]=[O:12])=[O:8])[CH:7]=[CH:6][CH:5]=[CH:4][CH:3]=1. (5) Given the reactants [C:1]([O:5][C:6]([N:8]1[CH2:12][CH2:11][C@H:10]([CH:13]=O)[CH2:9]1)=[O:7])([CH3:4])([CH3:3])[CH3:2].[CH2:15]1COCC1, predict the reaction product. The product is: [C:1]([O:5][C:6]([N:8]1[CH2:12][CH2:11][C@H:10]([CH:13]=[CH2:15])[CH2:9]1)=[O:7])([CH3:4])([CH3:3])[CH3:2].